This data is from Catalyst prediction with 721,799 reactions and 888 catalyst types from USPTO. The task is: Predict which catalyst facilitates the given reaction. (1) Reactant: [CH:1]1[CH:2]=[CH:3][C:4]([CH:7]([N:15]2[CH2:20][CH2:19][N:18]([CH2:21][CH2:22][O:23][CH2:24][C:25]([OH:27])=[O:26])[CH2:17][CH2:16]2)[C:8]2[CH:9]=[CH:10][C:11]([Cl:14])=[CH:12][CH:13]=2)=[CH:5][CH:6]=1.Cl.Cl.ClCC([O-])=O.[Na+].[OH-].[K+]. Product: [CH:1]1[CH:2]=[CH:3][C:4]([CH:7]([N:15]2[CH2:20][CH2:19][N:18]([CH2:21][CH2:22][O:23][CH2:24][C:25]([OH:27])=[O:26])[CH2:17][CH2:16]2)[C:8]2[CH:9]=[CH:10][C:11]([Cl:14])=[CH:12][CH:13]=2)=[CH:5][CH:6]=1. The catalyst class is: 3. (2) Reactant: Cl[C:2]1[N:3]=[C:4]2[S:11][C:10]([C:12]3[CH:17]=[CH:16][CH:15]=[C:14]([N+:18]([O-:20])=[O:19])[CH:13]=3)=[N:9][N:5]2[C:6](=[O:8])[CH:7]=1.[N:21]1([C:27]([O:29][C:30]([CH3:33])([CH3:32])[CH3:31])=[O:28])[CH2:26][CH2:25][NH:24][CH2:23][CH2:22]1.CCN(C(C)C)C(C)C. Product: [N+:18]([C:14]1[CH:13]=[C:12]([C:10]2[S:11][C:4]3=[N:3][C:2]([N:24]4[CH2:23][CH2:22][N:21]([C:27]([O:29][C:30]([CH3:33])([CH3:32])[CH3:31])=[O:28])[CH2:26][CH2:25]4)=[CH:7][C:6](=[O:8])[N:5]3[N:9]=2)[CH:17]=[CH:16][CH:15]=1)([O-:20])=[O:19]. The catalyst class is: 23. (3) Reactant: C[O:2][C:3]([C:5]1[CH:6]=[C:7]2[C:11](=[CH:12][CH:13]=1)[N:10]([C:14]([O:16][C:17]([CH3:20])([CH3:19])[CH3:18])=[O:15])[CH2:9][CH2:8]2)=[O:4].[OH-].[Na+]. Product: [C:17]([O:16][C:14]([N:10]1[C:11]2[C:7](=[CH:6][C:5]([C:3]([OH:4])=[O:2])=[CH:13][CH:12]=2)[CH2:8][CH2:9]1)=[O:15])([CH3:20])([CH3:18])[CH3:19]. The catalyst class is: 5. (4) Reactant: [H-].[Na+].[Cl:3][C:4]1[CH:5]=[C:6]([C:11](=[N:25][OH:26])[CH:12]2[CH:17]3[CH:13]2[CH2:14][N:15]([C:18]([O:20][C:21]([CH3:24])([CH3:23])[CH3:22])=[O:19])[CH2:16]3)[CH:7]=[CH:8][C:9]=1[Cl:10].[CH2:27](I)[CH3:28]. Product: [Cl:3][C:4]1[CH:5]=[C:6]([C:11](=[N:25][O:26][CH2:27][CH3:28])[CH:12]2[CH:17]3[CH:13]2[CH2:14][N:15]([C:18]([O:20][C:21]([CH3:23])([CH3:22])[CH3:24])=[O:19])[CH2:16]3)[CH:7]=[CH:8][C:9]=1[Cl:10]. The catalyst class is: 3. (5) Reactant: C(OC(=O)N[C@H:8]([C:12](=O)N)[CH:9]([CH3:11])[CH3:10])(C)(C)C.[CH:16](N(CC)C(C)C)(C)C.F[P-](F)(F)(F)(F)F.N1(OC(N(C)C)=[N+](C)C)C2C=CC=CC=2N=N1.FC(F)(F)C(O)=O.Cl[C:57](Cl)(Cl)[CH2:58][O:59][C:60]([C@@H:62]1CCCN(C(=O)[C@@H](N)C)N1)=[O:61]. Product: [CH3:16][CH2:12][CH2:8][CH:9]([CH3:10])[CH3:11].[C:60]([O:59][CH2:58][CH3:57])(=[O:61])[CH3:62]. The catalyst class is: 10.